Dataset: Forward reaction prediction with 1.9M reactions from USPTO patents (1976-2016). Task: Predict the product of the given reaction. Given the reactants [CH2:1]([N:8]1[C:12]2=[N:13][C:14]3[C:19]([C:20]([NH2:21])=[C:11]2[CH2:10][CH2:9]1)=[CH:18][C:17]([Br:22])=[CH:16][CH:15]=3)[C:2]1[CH:7]=[CH:6][CH:5]=[CH:4][CH:3]=1.[CH:23](N(C(C)C)CC)(C)C.CI, predict the reaction product. The product is: [CH3:23][NH:21][C:20]1[C:19]2[C:14](=[CH:15][CH:16]=[C:17]([Br:22])[CH:18]=2)[N:13]=[C:12]2[N:8]([CH2:1][C:2]3[CH:7]=[CH:6][CH:5]=[CH:4][CH:3]=3)[CH2:9][CH2:10][C:11]=12.